From a dataset of Forward reaction prediction with 1.9M reactions from USPTO patents (1976-2016). Predict the product of the given reaction. (1) Given the reactants CN(C(ON1N=NC2C=CC=NC1=2)=[N+](C)C)C.F[P-](F)(F)(F)(F)F.[Cl:25][C:26]1[CH:30]=[C:29]([C:31]([NH:33][CH:34]2[CH2:36][CH2:35]2)=[O:32])[NH:28][C:27]=1[C:37]([OH:39])=O.[NH2:40][CH2:41][C:42]1[C:43]([F:59])=[C:44]([O:49][C:50]2[CH:51]=[C:52]([CH:55]=[C:56]([Cl:58])[CH:57]=2)[C:53]#[N:54])[C:45]([Cl:48])=[CH:46][CH:47]=1.CCN(C(C)C)C(C)C, predict the reaction product. The product is: [Cl:25][C:26]1[CH:30]=[C:29]([C:31]([NH:33][CH:34]2[CH2:35][CH2:36]2)=[O:32])[NH:28][C:27]=1[C:37]([NH:40][CH2:41][C:42]1[CH:47]=[CH:46][C:45]([Cl:48])=[C:44]([O:49][C:50]2[CH:51]=[C:52]([C:53]#[N:54])[CH:55]=[C:56]([Cl:58])[CH:57]=2)[C:43]=1[F:59])=[O:39]. (2) The product is: [Cl:1][C:2]1[CH:3]=[C:4]([CH:56]=[CH:57][CH:58]=1)[O:5][C:6]1[CH:33]=[C:32]([N:34]2[CH2:39][CH2:38][N:37]([CH2:40][C:41]3[CH2:46][CH2:45][C:44]([CH3:48])([CH3:47])[CH2:43][C:42]=3[C:49]3[CH:50]=[CH:51][C:52]([Cl:55])=[CH:53][CH:54]=3)[CH2:36][CH2:35]2)[CH:31]=[CH:30][C:7]=1[C:8]([NH:10][S:11]([C:14]1[CH:19]=[CH:18][C:17]([NH:20][CH:21]2[CH2:26][CH2:25][N:24]([CH2:62][CH:59]3[CH2:61][CH2:60]3)[CH2:23][CH2:22]2)=[C:16]([N+:27]([O-:29])=[O:28])[CH:15]=1)(=[O:12])=[O:13])=[O:9]. Given the reactants [Cl:1][C:2]1[CH:3]=[C:4]([CH:56]=[CH:57][CH:58]=1)[O:5][C:6]1[CH:33]=[C:32]([N:34]2[CH2:39][CH2:38][N:37]([CH2:40][C:41]3[CH2:46][CH2:45][C:44]([CH3:48])([CH3:47])[CH2:43][C:42]=3[C:49]3[CH:54]=[CH:53][C:52]([Cl:55])=[CH:51][CH:50]=3)[CH2:36][CH2:35]2)[CH:31]=[CH:30][C:7]=1[C:8]([NH:10][S:11]([C:14]1[CH:19]=[CH:18][C:17]([NH:20][CH:21]2[CH2:26][CH2:25][NH:24][CH2:23][CH2:22]2)=[C:16]([N+:27]([O-:29])=[O:28])[CH:15]=1)(=[O:13])=[O:12])=[O:9].[CH:59]1([CH:62]=O)[CH2:61][CH2:60]1.CO, predict the reaction product. (3) Given the reactants C([N:4]([CH2:8][C:9]1[CH:14]=[CH:13][C:12]([Sn:15]([CH2:24][CH2:25][CH2:26][CH3:27])([CH2:20][CH2:21][CH2:22][CH3:23])[CH2:16][CH2:17][CH2:18][CH3:19])=[C:11]([C:28]([O:37][CH2:38][O:39][CH3:40])([C:33]([F:36])([F:35])[F:34])[C:29]([F:32])([F:31])[F:30])[CH:10]=1)CC=C)C=C, predict the reaction product. The product is: [F:32][C:29]([F:30])([F:31])[C:28]([C:11]1[CH:10]=[C:9]([CH2:8][NH2:4])[CH:14]=[CH:13][C:12]=1[Sn:15]([CH2:24][CH2:25][CH2:26][CH3:27])([CH2:20][CH2:21][CH2:22][CH3:23])[CH2:16][CH2:17][CH2:18][CH3:19])([O:37][CH2:38][O:39][CH3:40])[C:33]([F:36])([F:35])[F:34]. (4) Given the reactants [CH:1]1([C:4]2[N:9]=[C:8]([C:10]([O:12]C)=O)[C:7]([NH:14][C:15]3[CH:20]=[N:19][CH:18]=[CH:17][N:16]=3)=[N:6][CH:5]=2)[CH2:3][CH2:2]1.[NH2:21][C:22]1[CH:23]=[N:24][N:25]([CH3:31])[C:26]=1[C:27]([NH:29][CH3:30])=[O:28], predict the reaction product. The product is: [CH:1]1([C:4]2[N:9]=[C:8]([C:10]([NH:21][C:22]3[CH:23]=[N:24][N:25]([CH3:31])[C:26]=3[C:27](=[O:28])[NH:29][CH3:30])=[O:12])[C:7]([NH:14][C:15]3[CH:20]=[N:19][CH:18]=[CH:17][N:16]=3)=[N:6][CH:5]=2)[CH2:2][CH2:3]1. (5) Given the reactants C(OC([N:8]1[CH2:13][CH2:12][C@H:11]([OH:14])[C@H:10]([CH2:15][O:16][C:17]2[N:18]=[N:19][C:20]([CH2:36][CH2:37][CH2:38][CH3:39])=[C:21]([C:23]3[CH:28]=[CH:27][C:26]([O:29][CH:30]4[CH2:35][CH2:34][CH2:33][CH2:32][CH2:31]4)=[CH:25][CH:24]=3)[CH:22]=2)[CH2:9]1)=O)(C)(C)C.Cl, predict the reaction product. The product is: [CH2:36]([C:20]1[N:19]=[N:18][C:17]([O:16][CH2:15][C@H:10]2[C@@H:11]([OH:14])[CH2:12][CH2:13][NH:8][CH2:9]2)=[CH:22][C:21]=1[C:23]1[CH:28]=[CH:27][C:26]([O:29][CH:30]2[CH2:35][CH2:34][CH2:33][CH2:32][CH2:31]2)=[CH:25][CH:24]=1)[CH2:37][CH2:38][CH3:39]. (6) The product is: [CH2:23]([O:22][C:20]([N:8]1[CH2:12][C@@H:11]([CH3:13])[C@@:10]([CH3:18])([C:14]([O:16][CH3:17])=[O:15])[CH2:9]1)=[O:21])[C:24]1[CH:29]=[CH:28][CH:27]=[CH:26][CH:25]=1. Given the reactants C([N:8]1[CH2:12][C@@H:11]([CH3:13])[C@@:10]([CH3:18])([C:14]([O:16][CH3:17])=[O:15])[CH2:9]1)C1C=CC=CC=1.Cl[C:20]([O:22][CH2:23][C:24]1[CH:29]=[CH:28][CH:27]=[CH:26][CH:25]=1)=[O:21], predict the reaction product. (7) Given the reactants ClC1C=CC(OC)=[C:6](C=1)[CH2:7][CH:8]1[C:14](=O)[N:13]([C:16]([NH:18]C(CC)C(NCC(OC(C)(C)C)=O)=O)=O)CC(=O)NC1.ClC1C=CC(OC)=C(C=1)CC1C(=O)N(C(N[C@H](CC)C(O)=O)=O)CC(=O)NC1.[Cl:65][C:66]1[CH:74]=[CH:73][C:72]([S:75]([N:78]2[C:84](=[O:85])[CH:83]([CH2:86][C:87]3[CH:92]=[C:91]([Cl:93])[CH:90]=[CH:89][C:88]=3[O:94][CH3:95])[CH2:82][NH:81][C:80](=[O:96])[CH2:79]2)(=[O:77])=[O:76])=[CH:71][C:67]=1[C:68]([OH:70])=O.Cl.C(OC(=O)CN)(C)(C)C.NC1C=CC=CN=1, predict the reaction product. The product is: [Cl:65][C:66]1[CH:74]=[CH:73][C:72]([S:75]([N:78]2[C:84](=[O:85])[CH:83]([CH2:86][C:87]3[CH:92]=[C:91]([Cl:93])[CH:90]=[CH:89][C:88]=3[O:94][CH3:95])[CH2:82][NH:81][C:80](=[O:96])[CH2:79]2)(=[O:77])=[O:76])=[CH:71][C:67]=1[C:68]([NH:18][C:16]1[CH:6]=[CH:7][CH:8]=[CH:14][N:13]=1)=[O:70]. (8) Given the reactants [N+:1]([C:4]1[CH:5]=[C:6]([CH:10]=[C:11]([C:13]([F:16])([F:15])[F:14])[CH:12]=1)[C:7](O)=[O:8])([O-:3])=[O:2].O=S(Cl)[Cl:19].CC(=O)OCC, predict the reaction product. The product is: [N+:1]([C:4]1[CH:5]=[C:6]([CH:10]=[C:11]([C:13]([F:16])([F:15])[F:14])[CH:12]=1)[C:7]([Cl:19])=[O:8])([O-:3])=[O:2]. (9) Given the reactants [CH3:1][O:2][C:3](=[O:13])[CH:4]=[CH:5][C:6]1[CH:11]=[CH:10][CH:9]=[C:8]([NH2:12])[CH:7]=1, predict the reaction product. The product is: [CH3:1][O:2][C:3](=[O:13])[CH2:4][CH2:5][C:6]1[CH:11]=[CH:10][CH:9]=[C:8]([NH2:12])[CH:7]=1. (10) Given the reactants [C:1]([O:5][C:6](=[O:23])[NH:7][C:8]1[CH:13]=[CH:12][C:11]([C:14](=[O:21])[C:15]2[CH:20]=[CH:19][CH:18]=[CH:17][CH:16]=2)=[CH:10][C:9]=1[NH2:22])([CH3:4])([CH3:3])[CH3:2].[Cl:24][C:25]1[CH:26]=[C:27]([C:31]2[O:36]C(C)(C)[O:34][C:33](=O)[CH:32]=2)[CH:28]=[CH:29][CH:30]=1, predict the reaction product. The product is: [C:1]([O:5][C:6](=[O:23])[NH:7][C:8]1[CH:13]=[CH:12][C:11]([C:14](=[O:21])[C:15]2[CH:20]=[CH:19][CH:18]=[CH:17][CH:16]=2)=[CH:10][C:9]=1[NH:22][C:33](=[O:34])[CH2:32][C:31]([C:27]1[CH:28]=[CH:29][CH:30]=[C:25]([Cl:24])[CH:26]=1)=[O:36])([CH3:4])([CH3:2])[CH3:3].